The task is: Predict the reaction yield, written as a fraction of the theoretical maximum amount of product (1.0 means a 100% yield; for example, 0.34 means a 34% yield).. This data is from Reaction yield outcomes from USPTO patents with 853,638 reactions. The reactants are [CH2:1]([N:8](C)[CH:9]1[CH2:14][CH2:13][CH:12]([N:15]2[CH2:24][CH2:23][C:22]3[C:17](=[CH:18][CH:19]=[N:20][CH:21]=3)[CH2:16]2)[CH2:11][CH2:10]1)C1C=CC=CC=1. The catalyst is CO. The product is [CH2:16]1[C:17]2[C:22](=[CH:21][N:20]=[CH:19][CH:18]=2)[CH2:23][CH2:24][N:15]1[CH:12]1[CH2:13][CH2:14][CH:9]([NH:8][CH3:1])[CH2:10][CH2:11]1. The yield is 0.670.